Dataset: Drug-target binding data from BindingDB using IC50 measurements. Task: Regression. Given a target protein amino acid sequence and a drug SMILES string, predict the binding affinity score between them. We predict pIC50 (pIC50 = -log10(IC50 in M); higher means more potent). Dataset: bindingdb_ic50. (1) The target protein (Q9GJT6) has sequence MSKSKCSVGLMSSVVAPAKEPNAMGPKEVELILVKEQNGVQLTSSTLTNPRQSPVEAQDRETWGKKIDFLLSVIGFAVDLANVWRFPYLCYKNGGGAFLVPYLLFMVIAGMPLFYMELALGQFNREGAAGVWKICPVLKGVGFTVILISLYVGFFYNVIIAWALHYLFSSFTTELPWIHCNNSWNSPNCSDAHSGDSGGNGPGLNDTFGTTPAAEYFERGVLHLHQSHGIDDLGPPRWQLTACLVLVIVLLYFSLWKGVKTSGKVVWITATMPYVVLTALLLRGVTLPGAIDGIRAYLSVDFYRLCEASVWIDAATQVCFSLGVGFGVLIAFSSYNKFTNNCYRDAIVTTSINSLTSFSSGFVVFSFLGYMAQKHSVPIGDVAKDGPGLIFIIYPEAIATLPLSSAWAVVFFIMLLTLGIDSAMGGMESVITGLIDEFQLLHRHRELFTLFIVLATFLLSLFCVTNGGIYVFTLLDHFAAGTSILFGVLIEAIGVAWFYG.... The drug is COC(=O)[C@@H]1C2CCC(C[C@@H]1c1ccc(Cl)c(F)c1)S2=O. The pIC50 is 7.8. (2) The compound is O=C(OCc1c[nH]nn1)N1C[C@H]2CCN(C(=O)c3cc(OCC4CCOCC4)nc(C4CC4)c3)CC[C@H]2C1. The target protein (Q99700) has sequence MRSAAAAPRSPAVATESRRFAAARWPGWRSLQRPARRSGRGGGGAAPGPYPSAAPPPPGPGPPPSRQSSPPSASDCFGSNGNGGGAFRPGSRRLLGLGGPPRPFVVLLLPLASPGAPPAAPTRASPLGARASPPRSGVSLARPAPGCPRPACEPVYGPLTMSLKPQQQQQQQQQQQQQQQQQQQQQQQPPPAAANVRKPGGSGLLASPAAAPSPSSSSVSSSSATAPSSVVAATSGGGRPGLGRGRNSNKGLPQSTISFDGIYANMRMVHILTSVVGSKCEVQVKNGGIYEGVFKTYSPKCDLVLDAAHEKSTESSSGPKREEIMESILFKCSDFVVVQFKDMDSSYAKRDAFTDSAISAKVNGEHKEKDLEPWDAGELTANEELEALENDVSNGWDPNDMFRYNEENYGVVSTYDSSLSSYTVPLERDNSEEFLKREARANQLAEEIESSAQYKARVALENDDRSEEEKYTAVQRNSSEREGHSINTRENKYIPPGQRN.... The pIC50 is 8.2. (3) The target protein sequence is PMVTLSSILESIINDMRDLPNTYPFHTPVNAKVVKDYYKIITRPMDLQTLRENVRKRLYPSREEFREHLELIVKNSATYNGPKHSLTQISQSMLDLCDEKLKEKEDKLARLEKAINPLLDDDDQVAFSFILDNIVTQKMMAVPDSWPFHHPVNKKFVPDYYKVIVNPMDLETIRKNISKHKYQSRESFLDDVNLILANSVKYNGPESQYTKTAQEIV. The compound is CCOC(=O)c1c(C)[nH]c2c(=O)n(C)cc(C#CC3CCCCC3)c12. The pIC50 is 5.9.